From a dataset of Peptide-MHC class I binding affinity with 185,985 pairs from IEDB/IMGT. Regression. Given a peptide amino acid sequence and an MHC pseudo amino acid sequence, predict their binding affinity value. This is MHC class I binding data. (1) The peptide sequence is RANNNRLPK. The MHC is HLA-A02:01 with pseudo-sequence HLA-A02:01. The binding affinity (normalized) is 0.0847. (2) The peptide sequence is SQKHFDTWW. The MHC is HLA-A11:01 with pseudo-sequence HLA-A11:01. The binding affinity (normalized) is 0.0847.